Dataset: Catalyst prediction with 721,799 reactions and 888 catalyst types from USPTO. Task: Predict which catalyst facilitates the given reaction. (1) The catalyst class is: 52. Reactant: [O:1]1[CH2:6][CH2:5][O:4][C:3]2[CH:7]=[C:8]([C:11]([O:13][CH2:14][CH3:15])=[O:12])[CH:9]=[CH:10][C:2]1=2.CC(OC(C)=O)=O.[N+:23]([O-])([OH:25])=[O:24]. Product: [N+:23]([C:9]1[C:8]([C:11]([O:13][CH2:14][CH3:15])=[O:12])=[CH:7][C:3]2[O:4][CH2:5][CH2:6][O:1][C:2]=2[CH:10]=1)([O-:25])=[O:24]. (2) Reactant: [Cl:1][C:2]1[CH:7]=[CH:6][C:5]([CH2:8][CH2:9][NH:10][C:11](=[O:19])[C:12]2[CH:17]=[CH:16][C:15]([OH:18])=[CH:14][CH:13]=2)=[CH:4][CH:3]=1.[CH3:20][O:21][C:22]([C:24]1[C:33]2[C:28](=[CH:29][CH:30]=[CH:31][CH:32]=2)[C:27](Cl)=[N:26][CH:25]=1)=[O:23].C(=O)([O-])[O-].[K+].[K+].C(OCC)(=O)C. Product: [Cl:1][C:2]1[CH:7]=[CH:6][C:5]([CH2:8][CH2:9][NH:10][C:11]([C:12]2[CH:13]=[CH:14][C:15]([O:18][C:27]3[C:28]4[C:33](=[CH:32][CH:31]=[CH:30][CH:29]=4)[C:24]([C:22]([O:21][CH3:20])=[O:23])=[CH:25][N:26]=3)=[CH:16][CH:17]=2)=[O:19])=[CH:4][CH:3]=1. The catalyst class is: 3. (3) Reactant: [C:1]([O:5][C:6](=[O:21])[CH2:7][C@@H:8]([CH2:12][CH2:13][CH2:14][CH:15]1[CH2:20][CH2:19][CH2:18][CH2:17][CH2:16]1)[C:9]([OH:11])=O)([CH3:4])([CH3:3])[CH3:2].C(N1C=CN=C1)(N1C=CN=C1)=O.[Cl:34][C:35]1[CH:46]=[CH:45][C:38]([O:39][CH2:40][C:41](=[N:43]O)[NH2:42])=[CH:37][CH:36]=1. Product: [Cl:34][C:35]1[CH:36]=[CH:37][C:38]([O:39][CH2:40][C:41]2[N:43]=[C:9]([C@H:8]([CH2:12][CH2:13][CH2:14][CH:15]3[CH2:20][CH2:19][CH2:18][CH2:17][CH2:16]3)[CH2:7][C:6]([O:5][C:1]([CH3:2])([CH3:3])[CH3:4])=[O:21])[O:11][N:42]=2)=[CH:45][CH:46]=1. The catalyst class is: 4. (4) Reactant: [NH2:1][C:2]1[C:7]([C:8](=[O:15])[C:9]2[CH:14]=[CH:13][CH:12]=[CH:11][CH:10]=2)=[CH:6][CH:5]=[CH:4][C:3]=1[CH2:16][C:17]([NH2:19])=[O:18].[BH4-].[Na+]. Product: [NH2:1][C:2]1[C:7]([CH:8]([OH:15])[C:9]2[CH:14]=[CH:13][CH:12]=[CH:11][CH:10]=2)=[CH:6][CH:5]=[CH:4][C:3]=1[CH2:16][C:17]([NH2:19])=[O:18]. The catalyst class is: 8. (5) Reactant: [Cl:1][C:2]1[CH:7]=[C:6]([N+:8]([O-:10])=[O:9])[CH:5]=[CH:4][C:3]=1F.[OH:12][C:13]1[CH:14]=[C:15]([C:19](=[O:21])[CH3:20])[CH:16]=[CH:17][CH:18]=1.C(=O)([O-])[O-].[K+].[K+]. Product: [Cl:1][C:2]1[CH:7]=[C:6]([N+:8]([O-:10])=[O:9])[CH:5]=[CH:4][C:3]=1[O:12][C:13]1[CH:14]=[C:15]([C:19](=[O:21])[CH3:20])[CH:16]=[CH:17][CH:18]=1. The catalyst class is: 9. (6) Reactant: [Br:1][C:2]1[C:3]([F:18])=[C:4]([C:8]2(O)[CH2:13][CH2:12][CH:11]([N:14]([CH3:16])[CH3:15])[CH2:10][CH2:9]2)[CH:5]=[CH:6][CH:7]=1. Product: [Br:1][C:2]1[C:3]([F:18])=[C:4]([C:8]2[CH2:13][CH2:12][CH:11]([N:14]([CH3:15])[CH3:16])[CH2:10][CH:9]=2)[CH:5]=[CH:6][CH:7]=1. The catalyst class is: 11.